This data is from Peptide-MHC class II binding affinity with 134,281 pairs from IEDB. The task is: Regression. Given a peptide amino acid sequence and an MHC pseudo amino acid sequence, predict their binding affinity value. This is MHC class II binding data. (1) The binding affinity (normalized) is 0.196. The MHC is DRB1_1602 with pseudo-sequence DRB1_1602. The peptide sequence is VCGMFTNRSGSQQW. (2) The peptide sequence is SNLLRAIEAQQHLLQLTVWGIKQL. The MHC is HLA-DQA10104-DQB10503 with pseudo-sequence HLA-DQA10104-DQB10503. The binding affinity (normalized) is 0.388. (3) The peptide sequence is IIFSQNMNIKLKMPL. The MHC is DRB1_0404 with pseudo-sequence DRB1_0404. The binding affinity (normalized) is 0.191. (4) The peptide sequence is THIDHIFMDILTTCV. The MHC is DRB3_0301 with pseudo-sequence DRB3_0301. The binding affinity (normalized) is 0.744. (5) The peptide sequence is VTANRAELKALIASN. The MHC is HLA-DQA10401-DQB10402 with pseudo-sequence HLA-DQA10401-DQB10402. The binding affinity (normalized) is 0.260. (6) The peptide sequence is PISVTAPPPQLPRPP. The MHC is HLA-DPA10103-DPB10201 with pseudo-sequence HLA-DPA10103-DPB10201. The binding affinity (normalized) is 0.229. (7) The peptide sequence is VGAATGAATAATGGY. The MHC is DRB3_0101 with pseudo-sequence DRB3_0101. The binding affinity (normalized) is 0. (8) The peptide sequence is KIEIDQDHQEEICEV. The MHC is DRB1_0405 with pseudo-sequence DRB1_0405. The binding affinity (normalized) is 0.323.